Dataset: Reaction yield outcomes from USPTO patents with 853,638 reactions. Task: Predict the reaction yield, written as a fraction of the theoretical maximum amount of product (1.0 means a 100% yield; for example, 0.34 means a 34% yield). (1) The reactants are [C:1]1([SH:7])[CH:6]=[CH:5][CH:4]=[CH:3][CH:2]=1.[H-].[Na+].[H][H].[F:12][C:13]([F:30])([F:29])[CH:14]1[CH2:16][N:15]1[S:17]([C:20]1[C:25]([CH3:26])=[CH:24][C:23]([CH3:27])=[CH:22][C:21]=1[CH3:28])(=[O:19])=[O:18]. The catalyst is CN(C=O)C. The product is [CH3:28][C:21]1[CH:22]=[C:23]([CH3:27])[CH:24]=[C:25]([CH3:26])[C:20]=1[S:17]([NH:15][CH:14]([CH2:16][S:7][C:1]1[CH:6]=[CH:5][CH:4]=[CH:3][CH:2]=1)[C:13]([F:30])([F:29])[F:12])(=[O:19])=[O:18]. The yield is 0.400. (2) The reactants are [F:1][C:2]1[CH:7]=[C:6]([CH3:8])[CH:5]=[CH:4][C:3]=1[NH:9][C:10]1[C:19]2[C:14](=[CH:15][C:16]([O:26][CH3:27])=[C:17]([C:20]3[CH2:21][CH2:22][NH:23][CH2:24][CH:25]=3)[CH:18]=2)[N:13]=[N:12][C:11]=1[C:28]#[N:29].[CH3:30][C:31]([CH3:33])=O.C(O)(=O)C.C(O[BH-](OC(=O)C)OC(=O)C)(=O)C.[Na+]. The catalyst is ClC(Cl)C. The product is [F:1][C:2]1[CH:7]=[C:6]([CH3:8])[CH:5]=[CH:4][C:3]=1[NH:9][C:10]1[C:19]2[C:14](=[CH:15][C:16]([O:26][CH3:27])=[C:17]([C:20]3[CH2:21][CH2:22][N:23]([CH:31]([CH3:33])[CH3:30])[CH2:24][CH:25]=3)[CH:18]=2)[N:13]=[N:12][C:11]=1[C:28]#[N:29]. The yield is 0.500.